Binary Classification. Given a drug SMILES string, predict its activity (active/inactive) in a high-throughput screening assay against a specified biological target. From a dataset of Cav3 T-type calcium channel HTS with 100,875 compounds. (1) The drug is s1c(C(=O)Nc2cc3c(C(=O)N(CC(C)C)C3=O)cc2)ccc1. The result is 0 (inactive). (2) The compound is O=C(N1CCN(CC1)c1ncccn1)c1cc2c(oc1=O)cccc2. The result is 0 (inactive). (3) The molecule is S(CC(=O)c1c(n(c(c1)C)Cc1occc1)C)c1n(nnn1)c1c(OC)ccc(c1)C. The result is 0 (inactive).